From a dataset of Forward reaction prediction with 1.9M reactions from USPTO patents (1976-2016). Predict the product of the given reaction. (1) Given the reactants [N:1]1[C:6]2[NH:7][CH:8]=[CH:9][C:5]=2[CH:4]=[C:3]([CH2:10][CH2:11][CH2:12][CH2:13][N:14]2[CH:18]=[C:17]([C:19]([O:21]C)=[O:20])[N:16]=[N:15]2)[N:2]=1.[Li+].[OH-], predict the reaction product. The product is: [N:1]1[C:6]2[NH:7][CH:8]=[CH:9][C:5]=2[CH:4]=[C:3]([CH2:10][CH2:11][CH2:12][CH2:13][N:14]2[CH:18]=[C:17]([C:19]([OH:21])=[O:20])[N:16]=[N:15]2)[N:2]=1. (2) Given the reactants [NH2:1][CH2:2][CH2:3][O:4][CH2:5][CH2:6][O:7][CH2:8][CH2:9][NH:10][C:11](=[O:18])[CH2:12][O:13][CH2:14][C:15]([OH:17])=[O:16].C([O-])(O)=O.[Na+].[CH3:24][C:25]([O:28][C:29](O[C:29]([O:28][C:25]([CH3:27])([CH3:26])[CH3:24])=[O:30])=[O:30])([CH3:27])[CH3:26], predict the reaction product. The product is: [C:25]([O:28][C:29]([NH:1][CH2:2][CH2:3][O:4][CH2:5][CH2:6][O:7][CH2:8][CH2:9][NH:10][C:11](=[O:18])[CH2:12][O:13][CH2:14][C:15]([OH:17])=[O:16])=[O:30])([CH3:27])([CH3:26])[CH3:24]. (3) Given the reactants Br[C:2]1[CH:3]=[C:4]([S:9]([O:12][NH:13][CH3:14])(=[O:11])=[O:10])[CH:5]=[C:6]([Br:8])[CH:7]=1.[CH3:15][N:16](C=O)C.[NH4+].[OH-], predict the reaction product. The product is: [Br:8][C:6]1[CH:7]=[C:2]([CH:3]=[C:4]([S:9]([O:12][NH:13][CH3:14])(=[O:11])=[O:10])[CH:5]=1)[C:15]#[N:16]. (4) Given the reactants [Cl:1][C:2]1[N:7]=[C:6]([C:8]([OH:10])=O)[C:5]([F:11])=[CH:4][CH:3]=1.F[P-](F)(F)(F)(F)F.N1(OC(N(C)C)=[N+](C)C)C2N=CC=CC=2N=N1.CCN(C(C)C)C(C)C.[NH:45]1[C:53]2[C:48](=[C:49]([C:54]3[CH:55]=[C:56]([NH2:63])[C:57]4[CH:58]=[N:59][NH:60][C:61]=4[CH:62]=3)[CH:50]=[CH:51][CH:52]=2)[CH:47]=[CH:46]1, predict the reaction product. The product is: [Cl:1][C:2]1[N:7]=[C:6]([C:8]([NH:63][C:56]2[CH:55]=[C:54]([C:49]3[CH:50]=[CH:51][CH:52]=[C:53]4[C:48]=3[CH:47]=[CH:46][NH:45]4)[CH:62]=[C:61]3[C:57]=2[CH:58]=[N:59][NH:60]3)=[O:10])[C:5]([F:11])=[CH:4][CH:3]=1. (5) The product is: [Br:19][C:16]1[CH:17]=[CH:18][C:13]([NH:1][C:2]2[C:3]3[CH:4]=[CH:5][N:6]=[CH:7][C:8]=3[CH:9]=[CH:10][CH:11]=2)=[N:14][CH:15]=1. Given the reactants [NH2:1][C:2]1[CH:11]=[CH:10][CH:9]=[C:8]2[C:3]=1[CH:4]=[CH:5][N:6]=[CH:7]2.Br[C:13]1[CH:18]=[CH:17][C:16]([Br:19])=[CH:15][N:14]=1.CC(C)([O-])C.[Na+], predict the reaction product. (6) Given the reactants [Br:1][C:2]1[C:11]([Br:12])=[C:10]([CH3:13])[CH:9]=[C:8]2[C:3]=1[C:4]1(C)O[CH:7]2[CH:6]=[CH:5]1.[CH2:16]([OH:21])C(F)(F)F.[CH3:22][OH:23], predict the reaction product. The product is: [Br:1][C:2]1[C:3]([CH3:4])=[C:8]2[C:9](=[C:10]([CH3:13])[C:11]=1[Br:12])[C@H:22]([OH:23])[C@@H:5]([O:21][CH3:16])[CH:6]=[CH:7]2. (7) Given the reactants C([O:3][P:4]1(=[O:45])[CH2:28][C:27]2[CH:29]=[CH:30][C:24](=[C:25]([O:31][CH3:32])[CH:26]=2)[NH:23][C:22]2=[N:33][C:18](=[C:19]([C:34]([F:37])([F:36])[F:35])[CH:20]=[N:21]2)[NH:17][C:16]2[CH:38]=[CH:39][C:13](=[N:14][C:15]=2[C:40]([NH:42][CH3:43])=[O:41])[C:12]2=[CH:44][N:9]([N:10]=[CH:11]2)[CH2:8][CH2:7][CH2:6][O:5]1)C, predict the reaction product. The product is: [OH:45][P:4]1(=[O:3])[CH2:28][C:27]2[CH:29]=[CH:30][C:24](=[C:25]([O:31][CH3:32])[CH:26]=2)[NH:23][C:22]2=[N:33][C:18](=[C:19]([C:34]([F:36])([F:35])[F:37])[CH:20]=[N:21]2)[NH:17][C:16]2[CH:38]=[CH:39][C:13](=[N:14][C:15]=2[C:40]([NH:42][CH3:43])=[O:41])[C:12]2=[CH:44][N:9]([N:10]=[CH:11]2)[CH2:8][CH2:7][CH2:6][O:5]1. (8) Given the reactants [F:1][C:2]([F:7])([F:6])[C:3]([OH:5])=[O:4].[F:8][C:9]([F:14])([F:13])[C:10]([OH:12])=[O:11].FC(F)(F)C(O)=O.[Cl:22][C:23]1[CH:24]=[N:25][C:26]2[NH:27][C:28]3[CH:29]=[N:30][CH:31]=[C:32]([CH:54]=3)[CH2:33][CH2:34][C:35]3[CH:43]=[C:39]([NH:40][C:41]=1[N:42]=2)[CH:38]=[CH:37][C:36]=3[O:44][CH2:45][C:46](=[O:53])[N:47]1[CH2:52][CH2:51][NH:50][CH2:49][CH2:48]1.Cl[C:56]([O:58][CH3:59])=[O:57], predict the reaction product. The product is: [F:1][C:2]([F:7])([F:6])[C:3]([OH:5])=[O:4].[F:8][C:9]([F:14])([F:13])[C:10]([OH:12])=[O:11].[Cl:22][C:23]1[CH:24]=[N:25][C:26]2[NH:27][C:28]3[CH:29]=[N:30][CH:31]=[C:32]([CH:54]=3)[CH2:33][CH2:34][C:35]3[CH:43]=[C:39]([NH:40][C:41]=1[N:42]=2)[CH:38]=[CH:37][C:36]=3[O:44][CH2:45][C:46]([N:47]1[CH2:52][CH2:51][N:50]([C:56]([O:58][CH3:59])=[O:57])[CH2:49][CH2:48]1)=[O:53]. (9) Given the reactants [CH3:1][O:2][C:3]1[CH:4]=[CH:5][C:6]2[C:14]3[C:10](=[C:11]([C:15]([O:17][CH3:18])=[O:16])[NH:12][N:13]=3)[CH2:9][CH2:8][C:7]=2[CH:19]=1.C([O-])(=O)C.[Na+].[Br:25]Br, predict the reaction product. The product is: [Br:25][C:4]1[C:3]([O:2][CH3:1])=[CH:19][C:7]2[CH2:8][CH2:9][C:10]3[C:14]([C:6]=2[CH:5]=1)=[N:13][NH:12][C:11]=3[C:15]([O:17][CH3:18])=[O:16].